From a dataset of Reaction yield outcomes from USPTO patents with 853,638 reactions. Predict the reaction yield, written as a fraction of the theoretical maximum amount of product (1.0 means a 100% yield; for example, 0.34 means a 34% yield). The reactants are C1COCC1.FC(F)(F)S(O[C@H:12]1[CH2:19][C@@:18]2([CH2:22][CH:23]=[C:24]([CH3:26])[CH3:25])[C:20](=[O:21])[C@H:14]([C:15](=[O:29])[CH:16]=[C:17]2[O:27][CH3:28])[C@:13]1([CH3:36])[CH2:30][CH2:31][CH:32]=[C:33]([CH3:35])[CH3:34])(=O)=O.Cl[Si:40]([CH3:43])([CH3:42])[CH3:41].C([N-]C(C)C)(C)C.[Li+]. The catalyst is CCOC(C)=O.CCCCCC. The product is [CH3:28][O:27][C:17]1[C:18]2([CH2:22][CH:23]=[C:24]([CH3:26])[CH3:25])[C:20](=[O:21])[C:14]3([C:15](=[O:29])[C:16]=1[Si:40]([CH3:43])([CH3:42])[CH3:41])[CH:12]([C:13]3([CH3:36])[CH2:30][CH2:31][CH:32]=[C:33]([CH3:35])[CH3:34])[CH2:19]2. The yield is 0.560.